From a dataset of Full USPTO retrosynthesis dataset with 1.9M reactions from patents (1976-2016). Predict the reactants needed to synthesize the given product. (1) Given the product [CH2:21]([N:12]([CH2:11][C:9]1[NH:8][CH:7]=[N:6][CH:10]=1)[C:13]1[N:18]=[C:17]([O:19][CH3:20])[CH:16]=[CH:15][N:14]=1)[CH3:22], predict the reactants needed to synthesize it. The reactants are: CN(C)S([N:6]1[CH:10]=[C:9]([CH2:11][N:12]([CH2:21][CH3:22])[C:13]2[N:18]=[C:17]([O:19][CH3:20])[CH:16]=[CH:15][N:14]=2)[N:8]=[CH:7]1)(=O)=O.[OH-].[Na+]. (2) Given the product [CH3:18][C:3]1[CH:4]=[C:5]([C:8]2[CH:17]=[CH:16][CH:15]=[C:10]([C:11](=[O:12])[NH:13][CH3:14])[CH:9]=2)[CH:6]=[CH:7][C:2]=1[O:1][S:21]([C:20]([F:39])([F:38])[F:19])(=[O:23])=[O:22], predict the reactants needed to synthesize it. The reactants are: [OH:1][C:2]1[CH:7]=[CH:6][C:5]([C:8]2[CH:9]=[C:10]([CH:15]=[CH:16][CH:17]=2)[C:11]([NH:13][CH3:14])=[O:12])=[CH:4][C:3]=1[CH3:18].[F:19][C:20]([F:39])([F:38])[S:21](N(C1C=CC=CC=1)[S:21]([C:20]([F:39])([F:38])[F:19])(=[O:23])=[O:22])(=[O:23])=[O:22].CCN(CC)CC.